This data is from Reaction yield outcomes from USPTO patents with 853,638 reactions. The task is: Predict the reaction yield, written as a fraction of the theoretical maximum amount of product (1.0 means a 100% yield; for example, 0.34 means a 34% yield). (1) The reactants are [BH4-].[Na+].C([O:5][C:6]([CH2:8][N:9]1[C:13]2([CH2:18][CH2:17][N:16]([C:19]([O:21][C:22]([CH3:25])([CH3:24])[CH3:23])=[O:20])[CH2:15][CH2:14]2)[C:12](=[O:26])[N:11]([CH3:27])[C:10]1=[O:28])=O)C.CO. The catalyst is C1COCC1. The product is [OH:5][CH2:6][CH2:8][N:9]1[C:13]2([CH2:18][CH2:17][N:16]([C:19]([O:21][C:22]([CH3:23])([CH3:24])[CH3:25])=[O:20])[CH2:15][CH2:14]2)[C:12](=[O:26])[N:11]([CH3:27])[C:10]1=[O:28]. The yield is 0.400. (2) The reactants are Br[C:2]1[CH:11]=[CH:10][CH:9]=[C:8]2[C:3]=1[CH:4]=[CH:5][N:6]=[CH:7]2.[C:12]([O:16][C:17]([N:19]1[CH2:23][CH2:22][C@@H:21]([NH2:24])[CH2:20]1)=[O:18])([CH3:15])([CH3:14])[CH3:13].C(=O)([O-])[O-].[Cs+].[Cs+]. The catalyst is C([O-])(=O)C.[Pd+2].C([O-])(=O)C.C1(C)C=CC=CC=1. The product is [CH:7]1[C:8]2[C:3](=[C:2]([NH:24][C@@H:21]3[CH2:22][CH2:23][N:19]([C:17]([O:16][C:12]([CH3:15])([CH3:14])[CH3:13])=[O:18])[CH2:20]3)[CH:11]=[CH:10][CH:9]=2)[CH:4]=[CH:5][N:6]=1. The yield is 0.590. (3) The reactants are S(Cl)(Cl)=O.[Br:5][CH2:6][C@@:7]([OH:12])([CH3:11])[C:8](O)=[O:9].CCN(CC)CC.[NH2:20][C:21]1[CH:22]=[CH:23][C:24]([C:31]#[N:32])=[C:25]([C:27]([F:30])([F:29])[F:28])[CH:26]=1. The catalyst is C1COCC1.O. The product is [Br:5][CH2:6][C@@:7]([OH:12])([CH3:11])[C:8]([NH:20][C:21]1[CH:22]=[CH:23][C:24]([C:31]#[N:32])=[C:25]([C:27]([F:28])([F:29])[F:30])[CH:26]=1)=[O:9]. The yield is 0.739. (4) The reactants are Cl[CH2:2][C:3]1[CH:8]=[C:7]([C:9]([NH:11][C:12]2[S:13][C:14]([C:22]3[CH:27]=[CH:26][N:25]=[CH:24][CH:23]=3)=[C:15]([C:17]3[O:18][CH:19]=[CH:20][CH:21]=3)[N:16]=2)=[O:10])[CH:6]=[CH:5][N:4]=1.[CH3:28][N:29]([CH3:34])[CH2:30][CH2:31][NH:32][CH3:33]. No catalyst specified. The product is [CH3:28][N:29]([CH3:34])[CH2:30][CH2:31][N:32]([CH2:2][C:3]1[CH:8]=[C:7]([C:9]([NH:11][C:12]2[S:13][C:14]([C:22]3[CH:27]=[CH:26][N:25]=[CH:24][CH:23]=3)=[C:15]([C:17]3[O:18][CH:19]=[CH:20][CH:21]=3)[N:16]=2)=[O:10])[CH:6]=[CH:5][N:4]=1)[CH3:33]. The yield is 0.400.